Task: Regression. Given a peptide amino acid sequence and an MHC pseudo amino acid sequence, predict their binding affinity value. This is MHC class II binding data.. Dataset: Peptide-MHC class II binding affinity with 134,281 pairs from IEDB (1) The peptide sequence is GSLKPNCGNKVVVSY. The MHC is HLA-DQA10501-DQB10201 with pseudo-sequence HLA-DQA10501-DQB10201. The binding affinity (normalized) is 0. (2) The peptide sequence is EGVHGGTWVSATLEQ. The MHC is DRB4_0101 with pseudo-sequence DRB4_0103. The binding affinity (normalized) is 0.116.